Dataset: Peptide-MHC class II binding affinity with 134,281 pairs from IEDB. Task: Regression. Given a peptide amino acid sequence and an MHC pseudo amino acid sequence, predict their binding affinity value. This is MHC class II binding data. (1) The peptide sequence is LENGKLILQRNIGLEIKDVQI. The MHC is DRB1_0301 with pseudo-sequence DRB1_0301. The binding affinity (normalized) is 0.872. (2) The peptide sequence is SFGIVVAWQVKLLPV. The MHC is DRB1_0901 with pseudo-sequence DRB1_0901. The binding affinity (normalized) is 0.948. (3) The peptide sequence is VSGAAVVSGFVVASL. The MHC is HLA-DQA10401-DQB10402 with pseudo-sequence HLA-DQA10401-DQB10402. The binding affinity (normalized) is 0.492. (4) The peptide sequence is RRAEPAADGVGAVSRDL. The MHC is DRB1_0405 with pseudo-sequence DRB1_0405. The binding affinity (normalized) is 0.274. (5) The peptide sequence is CMTVQGGETMNSVIQ. The MHC is DRB1_0901 with pseudo-sequence DRB1_0901. The binding affinity (normalized) is 0.273. (6) The peptide sequence is TFHVEKGSNPNYLAL. The MHC is HLA-DPA10301-DPB10402 with pseudo-sequence HLA-DPA10301-DPB10402. The binding affinity (normalized) is 0.0897. (7) The binding affinity (normalized) is 0.333. The peptide sequence is ASAAIFGHDGTVWAQ. The MHC is DRB1_0901 with pseudo-sequence DRB1_0901. (8) The peptide sequence is MNLIANIFTPLVQPV. The MHC is DRB1_0101 with pseudo-sequence DRB1_0101. The binding affinity (normalized) is 0.904.